Dataset: Experimentally validated miRNA-target interactions with 360,000+ pairs, plus equal number of negative samples. Task: Binary Classification. Given a miRNA mature sequence and a target amino acid sequence, predict their likelihood of interaction. (1) The miRNA is hsa-miR-4712-3p with sequence AAUGAGAGACCUGUACUGUAU. The protein sequence of the target gene is MPTLNTSASPPTFFWANASGGSVLSADDAPMPVKFLALRLMVALAYGLVGAIGLLGNLAVLWVLSNCARRAPGPPSDTFVFNLALADLGLALTLPFWAAESALDFHWPFGGALCKMVLTATVLNVYASIFLITALSVARYWVVAMAAGPGTHLSLFWARIATLAVWAAAALVTVPTAVFGVEGEVCGVRLCLLRFPSRYWLGAYQLQRVVLAFMVPLGVITTSYLLLLAFLQRRQRRRQDSRVVARSVRILVASFFLCWFPNHVVTLWGVLVKFDLVPWNSTFYTIQTYVFPVTTCLAHS.... Result: 0 (no interaction). (2) Result: 0 (no interaction). The miRNA is hsa-miR-200c-5p with sequence CGUCUUACCCAGCAGUGUUUGG. The protein sequence of the target gene is METSAAAASAGGFFPSFLLLAFGTLVAAVLGVAHRLGLFYQLMHKVDKTSIRHGGESVAAVLRAHGVRFVFTLVGGHISPLLVACEKLGIRVVDTRHEVTAVFAADAVARLTGTVGVAAVTAGPGLTNTVTAVKNAQVAQSPVLLLGGAASTLLQKRGALQAIDQMSLFRPLCKFCASVRRVRDIVPTLRTAIAAAQSGTPGPVFVELPLDVLYPYFMVEKEMIPTKLPNSLMGRVVVWYLQNCLANLFVGAWEPRPEGPLPLDIPQASPQQVQRCVEILSRAKRPLLVLGSQALLPPTP.... (3) The miRNA is mmu-miR-380-5p with sequence AUGGUUGACCAUAGAACAUGCG. The protein sequence of the target gene is MVALSLKISIGNVVKTMQFEPSTMVYDACRIIRERIPEAPAGPPSDFGLFLSDDDPKKGIWLEAGKALDYYMLRNGDTMEYRKKQRPLKIRMLDGTVKTIMVDDSKTVTDMLMTICARIGITNHDEYSLVRELMEEKKEEITGTLRKDKTLLRDEKKMEKLKQKLHTDDELNWLDHGRTLREQGVEEHETLLLRRKFFYSDQNVDSRDPVQLNLLYVQARDDILNGSHPVSFDKACEFAGFQCQIQFGPHNEQKHKAGFLDLKDFLPKEYVKQKGERKIFQAHKNCGQMSEIEAKVRYVK.... Result: 0 (no interaction). (4) The miRNA is hsa-miR-122-3p with sequence AACGCCAUUAUCACACUAAAUA. The protein sequence of the target gene is MAGEKVEKPDTKEKKPEAKKVDAGGKVKKGNLKAKKPKKGKPHCSRNPVLVRGIGRYSRSAMYSRKAMYKRKYSAAKSKVEKKKKEKVLATVTKPVGGDKNGGTRVVKLRKMPRYYPTEDVPRKLLSHGKKPFSQHVRKLRASITPGTILIILTGRHRGKRVVFLKQLASGLLLVTGPLVLNRVPLRRTHQKFVIATSTKIDISNVKIPKHLTDAYFKKKKLRKPRHQEGEIFDTEKEKYEITEQRKIDQKAVDSQILPKIKAIPQLQGYLRSVFALTNGIYPHKLVF. Result: 0 (no interaction). (5) The miRNA is hsa-miR-6777-5p with sequence ACGGGGAGUCAGGCAGUGGUGGA. The protein sequence of the target gene is MAENGESSGPPRPSRGPAAAPGAASPPAEPKIIKVTVKTPKEKEEFAVPENSTVQQFKEAISKRFKSQTDQLVLIFAGKILKDQDTLMQHGIHDGLTVHLVIKSQNRPQGQATTQPSTTAGTSTTTTTTTTAAAPAATTSSAPRSSSTPTTTNSSSFGLGSLSSLSNLGLNSPNFTELQNQMQQQLLASPEMMIQIMENPFVQSMLSNPDLMRQLIMANPQMQQLIQRNPEISHLLNNPDIMRQTLEIARNPAMMQEMMRNQDLALSNLESIPGGYNALRRMYTDIQEPMLNAAQEQFGG.... Result: 0 (no interaction). (6) The miRNA is hsa-miR-4487 with sequence AGAGCUGGCUGAAGGGCAG. The protein sequence of the target gene is MRNCKMARVASVLGLVMLSVALLILSLISYVSLKKENIFTTPKYASPGAPRMYMFHAGFRSQFALKFLDPSFVPITNSLTQELQEKPSKWKFNRTAFLHQRQEILQHVDVIKNFSLTKNSVRIGQLMHYDYSSHKYVFSISNNFRSLLPDVSPIMNKHYNICAVVGNSGILTGSQCGQEIDKSDFVFRCNFAPTEAFQRDVGRKTNLTTFNPSILEKYYNNLLTIQDRNNFFLSLKKLDGAILWIPAFFFHTSATVTRTLVDFFVEHRGQLKVQLAWPGNIMQHVNRYWKNKHLSPKRLS.... Result: 1 (interaction).